Dataset: Peptide-MHC class I binding affinity with 185,985 pairs from IEDB/IMGT. Task: Regression. Given a peptide amino acid sequence and an MHC pseudo amino acid sequence, predict their binding affinity value. This is MHC class I binding data. (1) The peptide sequence is GELRKAICL. The MHC is HLA-A26:03 with pseudo-sequence HLA-A26:03. The binding affinity (normalized) is 0.0847. (2) The peptide sequence is AVVSLLRLLK. The MHC is HLA-A33:01 with pseudo-sequence HLA-A33:01. The binding affinity (normalized) is 0.353.